Dataset: Forward reaction prediction with 1.9M reactions from USPTO patents (1976-2016). Task: Predict the product of the given reaction. (1) Given the reactants [CH2:1]([C:8]1[CH:9]=[N:10][C:11]2[C:16]([C:17]=1[C:18]1[CH:19]=[N:20][CH:21]=[C:22]([CH:25]=1)[CH:23]=O)=[CH:15][CH:14]=[CH:13][C:12]=2[C:26]([F:29])([F:28])[F:27])[C:2]1[CH:7]=[CH:6][CH:5]=[CH:4][CH:3]=1.[NH2:30][C:31]1[C:36]([CH3:37])=[CH:35][C:34]([CH2:38][C:39]([OH:41])=[O:40])=[C:33]([CH3:42])[CH:32]=1, predict the reaction product. The product is: [CH2:1]([C:8]1[CH:9]=[N:10][C:11]2[C:16]([C:17]=1[C:18]1[CH:25]=[C:22]([CH2:23][NH:30][C:31]3[C:36]([CH3:37])=[CH:35][C:34]([CH2:38][C:39]([OH:41])=[O:40])=[C:33]([CH3:42])[CH:32]=3)[CH:21]=[N:20][CH:19]=1)=[CH:15][CH:14]=[CH:13][C:12]=2[C:26]([F:29])([F:28])[F:27])[C:2]1[CH:7]=[CH:6][CH:5]=[CH:4][CH:3]=1. (2) Given the reactants F[C:2]1[CH:3]=[CH:4][C:5]([N:8]2[C:16]3[CH:15]=[CH:14][N:13]=[CH:12][C:11]=3[N:10]=[CH:9]2)=[N:6][CH:7]=1.BrC1C=CC(F)=CN=1, predict the reaction product. The product is: [N:6]1[CH:7]=[CH:2][CH:3]=[CH:4][C:5]=1[N:8]1[C:16]2[CH:15]=[CH:14][N:13]=[CH:12][C:11]=2[N:10]=[CH:9]1. (3) Given the reactants [CH:1]1([C:7]2[C:15]3[CH:14]=[CH:13][C:12]([C:16]([O:18]C)=[O:17])=[CH:11][C:10]=3[N:9]3[CH2:20][CH2:21][N:22]([CH2:29][CH2:30][N:31]([CH3:33])[CH3:32])[CH2:23][C:24]4[CH:28]=[CH:27][O:26][C:25]=4[C:8]=23)[CH2:6][CH2:5][CH2:4][CH2:3][CH2:2]1.[OH-].[Na+].Cl, predict the reaction product. The product is: [CH:1]1([C:7]2[C:15]3[CH:14]=[CH:13][C:12]([C:16]([OH:18])=[O:17])=[CH:11][C:10]=3[N:9]3[CH2:20][CH2:21][N:22]([CH2:29][CH2:30][N:31]([CH3:33])[CH3:32])[CH2:23][C:24]4[CH:28]=[CH:27][O:26][C:25]=4[C:8]=23)[CH2:2][CH2:3][CH2:4][CH2:5][CH2:6]1. (4) Given the reactants [CH3:1][C:2]1[C:10]2[C:5](=[C:6]([C:11]([OH:13])=O)[CH:7]=[CH:8][CH:9]=2)[NH:4][C:3]=1[C:14]([F:17])([F:16])[F:15].[CH3:18][C:19]1[C:24]([O:25][C:26]2[N:31]=[CH:30][C:29]([NH2:32])=[CH:28][CH:27]=2)=[CH:23][CH:22]=[CH:21][N:20]=1.Cl.CN(C)CCCN=C=NCC, predict the reaction product. The product is: [CH3:18][C:19]1[C:24]([O:25][C:26]2[N:31]=[CH:30][C:29]([NH:32][C:11]([C:6]3[CH:7]=[CH:8][CH:9]=[C:10]4[C:5]=3[NH:4][C:3]([C:14]([F:17])([F:16])[F:15])=[C:2]4[CH3:1])=[O:13])=[CH:28][CH:27]=2)=[CH:23][CH:22]=[CH:21][N:20]=1. (5) Given the reactants Cl.C[O:3][C:4](=O)[C@H:5]([CH2:7][C:8]1[CH:13]=[CH:12][CH:11]=[CH:10][CH:9]=1)[NH2:6].[OH-].[NH4+:16], predict the reaction product. The product is: [NH2:6][C@@H:5]([CH2:7][C:8]1[CH:13]=[CH:12][CH:11]=[CH:10][CH:9]=1)[C:4]([NH2:16])=[O:3]. (6) Given the reactants [CH3:1][NH:2][CH2:3][C:4]1[CH:9]=[CH:8][C:7]([C:10]([N:12]2[CH2:18][C:17]3([CH3:20])[CH2:19][CH:13]2[CH2:14][C:15]([CH3:22])([CH3:21])[CH2:16]3)=[O:11])=[CH:6][CH:5]=1.[F:23][C:24]([F:37])([F:36])[C:25]([C:27]1[CH:35]=[CH:34][C:30]([C:31](O)=[O:32])=[CH:29][CH:28]=1)=[O:26], predict the reaction product. The product is: [CH3:1][N:2]([CH2:3][C:4]1[CH:9]=[CH:8][C:7]([C:10]([N:12]2[CH2:18][C:17]3([CH3:20])[CH2:19][CH:13]2[CH2:14][C:15]([CH3:22])([CH3:21])[CH2:16]3)=[O:11])=[CH:6][CH:5]=1)[C:31](=[O:32])[C:30]1[CH:29]=[CH:28][C:27]([C:25](=[O:26])[C:24]([F:36])([F:37])[F:23])=[CH:35][CH:34]=1.